This data is from Reaction yield outcomes from USPTO patents with 853,638 reactions. The task is: Predict the reaction yield, written as a fraction of the theoretical maximum amount of product (1.0 means a 100% yield; for example, 0.34 means a 34% yield). (1) The reactants are [NH2:1][C:2]1[S:3][C:4]2[CH:10]=[C:9]([CH2:11][C:12]([OH:14])=[O:13])[CH:8]=[CH:7][C:5]=2[N:6]=1.CO.Cl.O1CCOC[CH2:19]1. The catalyst is O1CCOCC1. The product is [NH2:1][C:2]1[S:3][C:4]2[CH:10]=[C:9]([CH2:11][C:12]([O:14][CH3:19])=[O:13])[CH:8]=[CH:7][C:5]=2[N:6]=1. The yield is 0.810. (2) The reactants are [C:1]1([P:7]([CH2:14][S:15]C(=O)C)[C:8]2[CH:13]=[CH:12][CH:11]=[CH:10][CH:9]=2)[CH:6]=[CH:5][CH:4]=[CH:3][CH:2]=1.[OH-].[Na+]. The catalyst is CO. The product is [C:1]1([P:7]([CH2:14][SH:15])[C:8]2[CH:13]=[CH:12][CH:11]=[CH:10][CH:9]=2)[CH:2]=[CH:3][CH:4]=[CH:5][CH:6]=1. The yield is 0.940.